From a dataset of Reaction yield outcomes from USPTO patents with 853,638 reactions. Predict the reaction yield, written as a fraction of the theoretical maximum amount of product (1.0 means a 100% yield; for example, 0.34 means a 34% yield). (1) The reactants are [NH2:1][C:2]1[CH:3]=[C:4]([C:8]2[C:12]([C:13]3[CH:18]=[CH:17][N:16]=[C:15]([NH2:19])[N:14]=3)=[CH:11][N:10]([CH2:20][C:21]3[CH:26]=[CH:25][C:24]([O:27][CH3:28])=[CH:23][CH:22]=3)[N:9]=2)[CH:5]=[CH:6][CH:7]=1.[F:29][C:30]([F:41])([F:40])[C:31]1[CH:36]=[CH:35][C:34]([N:37]=[C:38]=[O:39])=[CH:33][CH:32]=1.[Na]. The catalyst is CN(C)C=O. The product is [NH2:19][C:15]1[N:14]=[C:13]([C:12]2[C:8]([C:4]3[CH:3]=[C:2]([NH:1][C:38]([NH:37][C:34]4[CH:33]=[CH:32][C:31]([C:30]([F:29])([F:40])[F:41])=[CH:36][CH:35]=4)=[O:39])[CH:7]=[CH:6][CH:5]=3)=[N:9][N:10]([CH2:20][C:21]3[CH:22]=[CH:23][C:24]([O:27][CH3:28])=[CH:25][CH:26]=3)[CH:11]=2)[CH:18]=[CH:17][N:16]=1. The yield is 0.530. (2) The reactants are [Cl:1][C:2]1[CH:7]=[CH:6][CH:5]=[C:4](I)[CH:3]=1.[CH2:9]([O:11][CH:12]([O:15][CH2:16][CH3:17])[C:13]#[CH:14])[CH3:10]. The catalyst is C(N(CC)CC)C. The product is [Cl:1][C:2]1[CH:7]=[CH:6][CH:5]=[C:4]([C:14]#[C:13][CH:12]([O:15][CH2:16][CH3:17])[O:11][CH2:9][CH3:10])[CH:3]=1. The yield is 1.00. (3) The reactants are [F:1][C:2]([F:23])([F:22])[C@@H:3]1[CH2:8][CH2:7][C@H:6]([O:9][C:10]2[CH:11]=[C:12]3[C:17](=[CH:18][CH:19]=2)[CH:16]=[C:15]([CH:20]=O)[CH:14]=[CH:13]3)[CH2:5][CH2:4]1.CC(O)=O.[NH:28]1[CH2:33][CH2:32][CH:31]([C:34]([O:36][CH2:37][CH3:38])=[O:35])[CH2:30][CH2:29]1.[BH-](OC(C)=O)(OC(C)=O)OC(C)=O.[Na+]. The catalyst is C(Cl)Cl.O. The product is [F:23][C:2]([F:1])([F:22])[C@@H:3]1[CH2:4][CH2:5][C@H:6]([O:9][C:10]2[CH:11]=[C:12]3[C:17](=[CH:18][CH:19]=2)[CH:16]=[C:15]([CH2:20][N:28]2[CH2:33][CH2:32][CH:31]([C:34]([O:36][CH2:37][CH3:38])=[O:35])[CH2:30][CH2:29]2)[CH:14]=[CH:13]3)[CH2:7][CH2:8]1. The yield is 0.830. (4) The product is [NH:1]1[C:9]2[CH2:8][CH:7]([C:10]([O:12][CH3:17])=[O:11])[CH2:6][CH2:5][C:4]=2[CH:3]=[N:2]1. No catalyst specified. The yield is 0.900. The reactants are [NH:1]1[C:9]2[CH2:8][CH:7]([C:10]([OH:12])=[O:11])[CH2:6][CH2:5][C:4]=2[CH:3]=[N:2]1.S(Cl)(Cl)=O.[CH3:17]O. (5) The reactants are [CH3:1][O:2][C:3]1[CH:4]=[C:5]2[C:10](=[CH:11][C:12]=1[O:13][CH3:14])[N:9]=[CH:8][CH:7]=[C:6]2[O:15][C:16]1[CH:21]=[CH:20][C:19]([NH:22][C:23](=O)[CH2:24][O:25][C:26]2[C:31]([CH3:32])=[CH:30][CH:29]=[CH:28][C:27]=2[CH3:33])=[CH:18][C:17]=1[CH3:35].Cl.[OH-].[Na+]. The catalyst is O1CCCC1. The product is [CH3:1][O:2][C:3]1[CH:4]=[C:5]2[C:10](=[CH:11][C:12]=1[O:13][CH3:14])[N:9]=[CH:8][CH:7]=[C:6]2[O:15][C:16]1[CH:21]=[CH:20][C:19]([NH:22][CH2:23][CH2:24][O:25][C:26]2[C:31]([CH3:32])=[CH:30][CH:29]=[CH:28][C:27]=2[CH3:33])=[CH:18][C:17]=1[CH3:35]. The yield is 0.800.